Dataset: Catalyst prediction with 721,799 reactions and 888 catalyst types from USPTO. Task: Predict which catalyst facilitates the given reaction. Reactant: [N-:1]([S:9]([C:12]([F:15])([F:14])[F:13])(=[O:11])=[O:10])[S:2]([C:5]([F:8])([F:7])[F:6])(=[O:4])=[O:3].[Li+].[CH3:17][N:18]([C:20]([N:23]([CH3:25])[CH3:24])(Cl)[Cl:21])[CH3:19]. Product: [N-:1]([S:2]([C:5]([F:8])([F:6])[F:7])(=[O:4])=[O:3])[S:9]([C:12]([F:15])([F:14])[F:13])(=[O:11])=[O:10].[CH3:17][N:18]([C+:20]([N:23]([CH3:25])[CH3:24])[Cl:21])[CH3:19]. The catalyst class is: 6.